Dataset: Forward reaction prediction with 1.9M reactions from USPTO patents (1976-2016). Task: Predict the product of the given reaction. (1) The product is: [CH3:8][C:5]1[CH:6]=[CH:7][C:2]([O:1][CH2:23][C:24]([OH:26])=[O:25])=[C:3]([C:9]([C:11]2[CH:12]=[N:13][N:14]([C:16]3[CH:21]=[CH:20][CH:19]=[CH:18][CH:17]=3)[CH:15]=2)=[O:10])[CH:4]=1. Given the reactants [OH:1][C:2]1[CH:7]=[CH:6][C:5]([CH3:8])=[CH:4][C:3]=1[C:9]([C:11]1[CH:12]=[N:13][N:14]([C:16]2[CH:21]=[CH:20][CH:19]=[CH:18][CH:17]=2)[CH:15]=1)=[O:10].Br[CH2:23][C:24]([O:26]CC)=[O:25], predict the reaction product. (2) Given the reactants [CH:1]([C@H:14]1[N:19]2[CH2:20][CH2:21][NH:22][CH2:23][C@H:18]2[CH2:17][N:16](C(OC(C)(C)C)=O)[CH2:15]1)([C:8]1[CH:13]=[CH:12][CH:11]=[CH:10][CH:9]=1)[C:2]1[CH:7]=[CH:6][CH:5]=[CH:4][CH:3]=1.C(N(CC)CC)C.ON1C2C=CC=CC=2N=N1.[ClH:48].CN(C)CCCN=C=NCC.[CH3:60][O:61][CH2:62][CH2:63][C:64](O)=[O:65], predict the reaction product. The product is: [ClH:48].[ClH:48].[CH:1]([C@H:14]1[N:19]2[CH2:20][CH2:21][N:22]([C:64](=[O:65])[CH2:63][CH2:62][O:61][CH3:60])[CH2:23][C@H:18]2[CH2:17][NH:16][CH2:15]1)([C:8]1[CH:9]=[CH:10][CH:11]=[CH:12][CH:13]=1)[C:2]1[CH:3]=[CH:4][CH:5]=[CH:6][CH:7]=1.